This data is from CYP2C19 inhibition data for predicting drug metabolism from PubChem BioAssay. The task is: Regression/Classification. Given a drug SMILES string, predict its absorption, distribution, metabolism, or excretion properties. Task type varies by dataset: regression for continuous measurements (e.g., permeability, clearance, half-life) or binary classification for categorical outcomes (e.g., BBB penetration, CYP inhibition). Dataset: cyp2c19_veith. (1) The compound is O=S1(=O)[C@@H](c2ccccc2)[C@H](N2CCCCC2)[C@H]1[C@H]1CC2c3ccccc3C1c1ccccc12. The result is 1 (inhibitor). (2) The compound is Cn1c(SCC(=O)c2ccc3c(c2)Cc2ccccc2-3)nnc1-c1ccccc1. The result is 1 (inhibitor). (3) The drug is Cn1nc(C(F)(F)F)c(C(=O)Nc2ccc(F)cc2F)c1Sc1ccc(C(F)(F)F)cc1. The result is 1 (inhibitor). (4) The compound is Cc1noc(C)c1C(=O)N1CCC2(CC1)CN(c1ncccn1)C2. The result is 0 (non-inhibitor).